The task is: Predict the reaction yield, written as a fraction of the theoretical maximum amount of product (1.0 means a 100% yield; for example, 0.34 means a 34% yield).. This data is from Reaction yield outcomes from USPTO patents with 853,638 reactions. (1) The reactants are [Cl:1][C:2]1[N:7]=[C:6]([C:8](Cl)=[O:9])[CH:5]=[C:4]([Cl:11])[N:3]=1.N.O1CCOCC1.CC[N:21](C(C)C)C(C)C. The catalyst is CCOCC. The product is [Cl:1][C:2]1[N:7]=[C:6]([C:8]([NH2:21])=[O:9])[CH:5]=[C:4]([Cl:11])[N:3]=1. The yield is 0.410. (2) The reactants are [F:1][C:2]1[C:8]([F:9])=[CH:7][CH:6]=[C:5]([F:10])[C:3]=1[NH2:4].Br.Br[CH:13]([C:15]1[CH:16]=[C:17]([C:32]([N:34]([CH3:36])[CH3:35])=[O:33])[CH:18]=[C:19]2[C:24]=1[O:23][C:22]([N:25]1[CH2:30][CH2:29][O:28][CH2:27][CH2:26]1)=[CH:21][C:20]2=[O:31])[CH3:14]. No catalyst specified. The product is [CH3:36][N:34]([CH3:35])[C:32]([C:17]1[CH:18]=[C:19]2[C:24](=[C:15]([CH:13]([NH:4][C:3]3[C:5]([F:10])=[CH:6][CH:7]=[C:8]([F:9])[C:2]=3[F:1])[CH3:14])[CH:16]=1)[O:23][C:22]([N:25]1[CH2:30][CH2:29][O:28][CH2:27][CH2:26]1)=[CH:21][C:20]2=[O:31])=[O:33]. The yield is 0.430. (3) The reactants are [F:1][C:2]1[CH:7]=[C:6]([O:8][CH2:9][CH:10]2[CH2:15][CH2:14][N:13]([CH2:16][C:17]3([C:21]([F:24])([F:23])[F:22])[CH2:20][CH2:19][CH2:18]3)[CH2:12][CH2:11]2)[CH:5]=[CH:4][C:3]=1[C:25]1[CH:30]=[CH:29][C:28]([C:31]([O:33]CC)=[O:32])=[C:27]([F:36])[CH:26]=1.O[Li].O. The catalyst is O. The product is [F:1][C:2]1[CH:7]=[C:6]([O:8][CH2:9][CH:10]2[CH2:15][CH2:14][N:13]([CH2:16][C:17]3([C:21]([F:23])([F:24])[F:22])[CH2:18][CH2:19][CH2:20]3)[CH2:12][CH2:11]2)[CH:5]=[CH:4][C:3]=1[C:25]1[CH:30]=[CH:29][C:28]([C:31]([OH:33])=[O:32])=[C:27]([F:36])[CH:26]=1. The yield is 0.990. (4) The product is [Cl:23][C:18]1[CH:19]=[CH:20][CH:21]=[CH:22][C:17]=1[O:16][CH2:15][C:11]1([CH3:14])[CH2:10][CH2:9][NH:8][CH2:13][CH2:12]1. The yield is 0.910. The reactants are C(OC([N:8]1[CH2:13][CH2:12][C:11]([CH2:15][O:16][C:17]2[CH:22]=[CH:21][CH:20]=[CH:19][C:18]=2[Cl:23])([CH3:14])[CH2:10][CH2:9]1)=O)(C)(C)C.C(=O)([O-])[O-].[Na+].[Na+].ClCCl. The catalyst is C(OCC)(=O)C.Cl.C(OCC)(=O)C. (5) The reactants are Cl.[CH:2]1([C:5]2[N:6]=[CH:7][C:8]([O:11][C@@H:12]3[CH2:22][N:15]4[C:16](=[O:21])[CH2:17][CH2:18][NH:19][CH2:20][C@H:14]4[CH2:13]3)=[N:9][CH:10]=2)[CH2:4][CH2:3]1.C(N(CC)CC)C.[F:30][C:31]([F:42])([F:41])[O:32][C:33]1[CH:40]=[CH:39][C:36]([CH:37]=O)=[CH:35][CH:34]=1.C(O[BH-](OC(=O)C)OC(=O)C)(=O)C.[Na+]. The catalyst is ClCCl. The product is [CH:2]1([C:5]2[N:6]=[CH:7][C:8]([O:11][C@@H:12]3[CH2:22][N:15]4[C:16](=[O:21])[CH2:17][CH2:18][N:19]([CH2:37][C:36]5[CH:39]=[CH:40][C:33]([O:32][C:31]([F:30])([F:41])[F:42])=[CH:34][CH:35]=5)[CH2:20][C@H:14]4[CH2:13]3)=[N:9][CH:10]=2)[CH2:4][CH2:3]1. The yield is 0.530. (6) The reactants are C([N:4]([C:8]1[C:17]2[C:12](=[CH:13][CH:14]=[CH:15][CH:16]=2)[C:11](Br)=[CH:10][N:9]=1)[C:5](=[O:7])[CH3:6])(=O)C.Cl[C:20]1[N:21]=[C:22]([N:42]2[CH2:47][CH2:46][O:45][CH2:44][CH2:43]2)[C:23]2[S:28][C:27]([CH2:29][N:30]3[CH2:35][CH2:34][N:33]([C:36]([CH3:41])([CH3:40])[C:37]([NH2:39])=[O:38])[CH2:32][CH2:31]3)=[CH:26][C:24]=2[N:25]=1.C([O-])([O-])=O.[Na+].[Na+]. The catalyst is O1CCOCC1. The product is [C:5]([NH:4][C:8]1[C:17]2[C:12](=[CH:13][CH:14]=[CH:15][CH:16]=2)[C:11]([C:20]2[N:21]=[C:22]([N:42]3[CH2:43][CH2:44][O:45][CH2:46][CH2:47]3)[C:23]3[S:28][C:27]([CH2:29][N:30]4[CH2:31][CH2:32][N:33]([C:36]([CH3:41])([CH3:40])[C:37]([NH2:39])=[O:38])[CH2:34][CH2:35]4)=[CH:26][C:24]=3[N:25]=2)=[CH:10][N:9]=1)(=[O:7])[CH3:6]. The yield is 0.220.